From a dataset of Catalyst prediction with 721,799 reactions and 888 catalyst types from USPTO. Predict which catalyst facilitates the given reaction. Reactant: [CH:1]1([C@@H:7]([NH:9][C:10]([C:12]2[C:21]3[C:16](=[CH:17][CH:18]=[CH:19][CH:20]=3)[N:15]=[C:14]([C:22]3[S:23][CH:24]=[CH:25][CH:26]=3)[C:13]=2[CH2:27][N:28]2[CH2:33][CH2:32][NH:31][CH2:30][CH2:29]2)=[O:11])[CH3:8])[CH2:6][CH2:5][CH2:4][CH2:3][CH2:2]1.[Cl:34][C:35](Cl)([O:37]C(=O)OC(Cl)(Cl)Cl)Cl.C(N(CC)CC)C. Product: [CH:1]1([C@@H:7]([NH:9][C:10]([C:12]2[C:21]3[C:16](=[CH:17][CH:18]=[CH:19][CH:20]=3)[N:15]=[C:14]([C:22]3[S:23][CH:24]=[CH:25][CH:26]=3)[C:13]=2[CH2:27][N:28]2[CH2:29][CH2:30][N:31]([C:35]([Cl:34])=[O:37])[CH2:32][CH2:33]2)=[O:11])[CH3:8])[CH2:6][CH2:5][CH2:4][CH2:3][CH2:2]1. The catalyst class is: 2.